From a dataset of Full USPTO retrosynthesis dataset with 1.9M reactions from patents (1976-2016). Predict the reactants needed to synthesize the given product. (1) Given the product [CH2:19]([C:21]1[CH:22]=[C:23]([C:29]2[CH:30]=[C:31]3[C:36](=[CH:37][CH:38]=2)[C:35](=[O:39])[CH2:34][CH2:33][CH2:32]3)[CH:24]=[CH:25][C:26]=1[OH:27])[CH3:20], predict the reactants needed to synthesize it. The reactants are: OC1C=CC(C2C=C3C(=CC=2)C(=O)CCC3)=CC=1.[CH2:19]([C:21]1[CH:22]=[C:23]([C:29]2[CH:30]=[C:31]3[C:36](=[CH:37][CH:38]=2)[C:35](=[O:39])[CH2:34][CH2:33][CH2:32]3)[CH:24]=[CH:25][C:26]=1[O:27]C)[CH3:20]. (2) Given the product [CH3:1][C:2]1([CH3:22])[C:7]2[CH:8]=[C:9]([C:12]3[N:16]([CH3:17])[C:15]([C:18]#[N:19])=[C:14]([Br:23])[C:13]=3[CH3:20])[CH:10]=[CH:11][C:6]=2[NH:5][C:4](=[O:21])[O:3]1, predict the reactants needed to synthesize it. The reactants are: [CH3:1][C:2]1([CH3:22])[C:7]2[CH:8]=[C:9]([C:12]3[N:16]([CH3:17])[C:15]([C:18]#[N:19])=[CH:14][C:13]=3[CH3:20])[CH:10]=[CH:11][C:6]=2[NH:5][C:4](=[O:21])[O:3]1.[Br:23]N1C(=O)CCC1=O.N1C=CC=CC=1.O. (3) The reactants are: [CH2:1]([O:3][C:4](=[O:15])[C:5](=O)[C:6]([CH:11]1[CH2:13][CH2:12]1)=[CH:7][N:8](C)C)[CH3:2].Cl.[Cl:17][C:18]1[CH:23]=[CH:22][CH:21]=[C:20]([Cl:24])[C:19]=1[NH:25]N.Cl. Given the product [CH2:1]([O:3][C:4]([C:5]1[N:25]([C:19]2[C:18]([Cl:17])=[CH:23][CH:22]=[CH:21][C:20]=2[Cl:24])[N:8]=[CH:7][C:6]=1[CH:11]1[CH2:13][CH2:12]1)=[O:15])[CH3:2], predict the reactants needed to synthesize it. (4) Given the product [Si:1]([O:8][CH:9]([CH2:27][OH:28])[CH:10]([NH:19][C:20](=[O:26])[O:21][C:22]([CH3:25])([CH3:24])[CH3:23])[C@H:11]([F:18])[C:12]1[CH:17]=[CH:16][CH:15]=[CH:14][CH:13]=1)([C:4]([CH3:7])([CH3:6])[CH3:5])([CH3:3])[CH3:2], predict the reactants needed to synthesize it. The reactants are: [Si:1]([O:8][CH:9]([CH2:27][O:28][Si](C(C)(C)C)(C)C)[CH:10]([NH:19][C:20](=[O:26])[O:21][C:22]([CH3:25])([CH3:24])[CH3:23])[C@H:11]([F:18])[C:12]1[CH:17]=[CH:16][CH:15]=[CH:14][CH:13]=1)([C:4]([CH3:7])([CH3:6])[CH3:5])([CH3:3])[CH3:2].C1COCC1. (5) Given the product [C:29]([C:28]1[CH:27]=[CH:26][C:25]([NH:22][C:23]([N:19]2[CH2:20][CH2:21][CH:16]([C:14]3[CH:13]=[CH:12][C:9]4[CH2:10][CH2:11][N:5]([CH:1]5[CH2:4][CH2:3][CH2:2]5)[CH2:6][CH2:7][C:8]=4[CH:15]=3)[CH2:17][CH2:18]2)=[S:24])=[CH:32][CH:31]=1)#[N:30], predict the reactants needed to synthesize it. The reactants are: [CH:1]1([N:5]2[CH2:11][CH2:10][C:9]3[CH:12]=[CH:13][C:14]([CH:16]4[CH2:21][CH2:20][NH:19][CH2:18][CH2:17]4)=[CH:15][C:8]=3[CH2:7][CH2:6]2)[CH2:4][CH2:3][CH2:2]1.[N:22]([C:25]1[CH:32]=[CH:31][C:28]([C:29]#[N:30])=[CH:27][CH:26]=1)=[C:23]=[S:24]. (6) Given the product [F:29][CH:27]([F:28])[O:26][C:23]1[N:24]=[CH:25][C:20]([CH2:19][N:15]2[CH:11]([C:4]3[C:5]([O:9][CH3:10])=[CH:6][CH:7]=[CH:8][C:3]=3[O:2][CH3:1])[CH2:12][CH:13]([CH3:17])[C:14]2=[O:16])=[CH:21][CH:22]=1, predict the reactants needed to synthesize it. The reactants are: [CH3:1][O:2][C:3]1[CH:8]=[CH:7][CH:6]=[C:5]([O:9][CH3:10])[C:4]=1[CH:11]1[NH:15][C:14](=[O:16])[CH:13]([CH3:17])[CH2:12]1.Br[CH2:19][C:20]1[CH:21]=[CH:22][C:23]([O:26][CH:27]([F:29])[F:28])=[N:24][CH:25]=1. (7) Given the product [O:25]1[C:24]2[CH:28]=[CH:29][C:21]([S:18]([N:13]([CH2:14][CH:15]([CH3:16])[CH3:17])[CH2:12][C@@H:11]([OH:30])[C@@H:10]([NH:31][C:32](=[O:33])[O:34][C@@H:35]3[C@H:42]4[C@H:38]([O:39][CH2:40][CH2:41]4)[O:37][CH2:36]3)[CH2:9][C:6]3[CH:5]=[CH:4][C:3]([O:2][C:1]([NH:61][CH2:60][CH2:59][N:54]4[CH:58]=[CH:57][N:56]=[CH:55]4)=[O:43])=[CH:8][CH:7]=3)(=[O:20])=[O:19])=[CH:22][C:23]=2[O:27][CH2:26]1, predict the reactants needed to synthesize it. The reactants are: [C:1](=O)([O:43]C1C=CC([N+]([O-])=O)=CC=1)[O:2][C:3]1[CH:8]=[CH:7][C:6]([CH2:9][C@H:10]([NH:31][C:32]([O:34][C@@H:35]2[C@H:42]3[C@H:38]([O:39][CH2:40][CH2:41]3)[O:37][CH2:36]2)=[O:33])[C@H:11]([OH:30])[CH2:12][N:13]([S:18]([C:21]2[CH:29]=[CH:28][C:24]3[O:25][CH2:26][O:27][C:23]=3[CH:22]=2)(=[O:20])=[O:19])[CH2:14][CH:15]([CH3:17])[CH3:16])=[CH:5][CH:4]=1.[N:54]1([CH2:59][CH2:60][NH2:61])[CH:58]=[CH:57][N:56]=[CH:55]1. (8) Given the product [CH3:1][C:2]1[CH:7]=[CH:6][C:5]([N+:8]([O-:10])=[O:9])=[CH:4][C:3]=1[O:11][CH3:12], predict the reactants needed to synthesize it. The reactants are: [CH3:1][C:2]1[CH:7]=[CH:6][C:5]([N+:8]([O-:10])=[O:9])=[CH:4][C:3]=1[OH:11].[C:12](=O)([O-])[O-].[K+].[K+].IC.O. (9) The reactants are: [Cl:1][C:2]1[CH:26]=[CH:25][C:24]([Cl:27])=[CH:23][C:3]=1[O:4][C:5]1[CH:10]=[CH:9][N:8]=[CH:7][C:6]=1[C:11](N1C2C(=CC=CC=2)CCC1)=[O:12].[NH2:28][C:29]1[C:30]([N:35]([CH3:37])[CH3:36])=[N:31][CH:32]=[CH:33][CH:34]=1. Given the product [Cl:1][C:2]1[CH:26]=[CH:25][C:24]([Cl:27])=[CH:23][C:3]=1[O:4][C:5]1[C:6]([C:11]([NH:28][C:29]2[C:30]([N:35]([CH3:37])[CH3:36])=[N:31][CH:32]=[CH:33][CH:34]=2)=[O:12])=[CH:7][N:8]=[CH:9][CH:10]=1, predict the reactants needed to synthesize it. (10) The reactants are: [F:1][C:2]1[CH:27]=[C:26]([F:28])[CH:25]=[CH:24][C:3]=1[O:4][C:5]1[C:18](=[O:19])[N:17]([CH2:20][C@H:21]([OH:23])[CH3:22])[C:8]2[N:9]=[C:10](S(C)(=O)=O)[N:11]=[CH:12][C:7]=2[CH:6]=1.[NH2:29][C@@H:30]([CH3:33])[CH2:31][OH:32]. Given the product [F:1][C:2]1[CH:27]=[C:26]([F:28])[CH:25]=[CH:24][C:3]=1[O:4][C:5]1[C:18](=[O:19])[N:17]([CH2:20][C@H:21]([OH:23])[CH3:22])[C:8]2[N:9]=[C:10]([NH:29][C@@H:30]([CH3:33])[CH2:31][OH:32])[N:11]=[CH:12][C:7]=2[CH:6]=1, predict the reactants needed to synthesize it.